Dataset: Reaction yield outcomes from USPTO patents with 853,638 reactions. Task: Predict the reaction yield, written as a fraction of the theoretical maximum amount of product (1.0 means a 100% yield; for example, 0.34 means a 34% yield). (1) The reactants are O=[C:2]1[CH2:7][C@@H:6]([C:8]2[CH:13]=[CH:12][CH:11]=[CH:10][CH:9]=2)[O:5][C@@H:4]([C:14]2[CH:15]=[C:16]([CH:21]=[CH:22][CH:23]=2)[C:17]([O:19][CH3:20])=[O:18])[CH2:3]1.C([O-])(=O)C.[Na+].Cl.[CH3:30][O:31][NH2:32]. The catalyst is CO. The product is [CH3:30][O:31][N:32]=[C:2]1[CH2:7][C@@H:6]([C:8]2[CH:13]=[CH:12][CH:11]=[CH:10][CH:9]=2)[O:5][C@@H:4]([C:14]2[CH:15]=[C:16]([CH:21]=[CH:22][CH:23]=2)[C:17]([O:19][CH3:20])=[O:18])[CH2:3]1. The yield is 0.714. (2) The reactants are [CH3:1][C:2]1[CH:3]=[CH:4][C:5]([NH:8][C:9](=[O:19])[C:10]2[CH:15]=[CH:14][CH:13]=[CH:12][C:11]=2[N+:16]([O-])=O)=[N:6][CH:7]=1.CO.[BH4-].[Na+]. The catalyst is C1COCC1. The product is [CH3:1][C:2]1[CH:3]=[CH:4][C:5]([NH:8][C:9](=[O:19])[C:10]2[CH:15]=[CH:14][CH:13]=[CH:12][C:11]=2[NH2:16])=[N:6][CH:7]=1. The yield is 0.950. (3) The reactants are Cl[C:2]1[CH:7]=[C:6]([C:8]2[C:17]3[C:12](=[CH:13][C:14]([O:23][CH3:24])=[C:15]4[O:20][C:19]([CH3:22])([CH3:21])[CH2:18][C:16]4=3)[CH2:11][C:10]([CH3:26])([CH3:25])[N:9]=2)[CH:5]=[CH:4][N:3]=1.[N+:27]1([O-])[CH:32]=[CH:31][C:30]([C:33]([NH2:35])=[O:34])=[CH:29][CH:28]=1.Br.C(O)(=[O:40])C.[OH-].[Na+]. The catalyst is C1(C)C(C)=CC=CC=1.O.C(O)(=O)C. The product is [O:40]=[C:2]1[CH:7]=[C:6]([C:8]2[C:17]3[C:12](=[CH:13][C:14]([O:23][CH3:24])=[C:15]4[O:20][C:19]([CH3:22])([CH3:21])[CH2:18][C:16]4=3)[CH2:11][C:10]([CH3:26])([CH3:25])[N:9]=2)[CH:5]=[CH:4][N:3]1[C:28]1[CH:29]=[C:30]([C:33]([NH2:35])=[O:34])[CH:31]=[CH:32][N:27]=1. The yield is 0.170. (4) The reactants are F.F.F.C(N(CC)CC)C.C(N(CC)CC)C.[Si]([O:35][CH2:36][C@H:37]1[O:41][C@@H:40]([N:42]2[CH:49]=[C:48]([CH3:50])[C:46](=[O:47])[NH:45][C:43]2=[O:44])[C@H:39]([O:51][CH2:52][CH2:53][O:54][N:55]([CH3:57])[CH3:56])[C@@H:38]1[OH:58])(C(C)(C)C)(C1C=CC=CC=1)C1C=CC=CC=1.CO. The catalyst is C1COCC1.C(Cl)Cl. The product is [CH3:56][N:55]([CH3:57])[O:54][CH2:53][CH2:52][O:51][C@@H:39]1[C@H:38]([OH:58])[C@@H:37]([CH2:36][OH:35])[O:41][C@H:40]1[N:42]1[CH:49]=[C:48]([CH3:50])[C:46](=[O:47])[NH:45][C:43]1=[O:44]. The yield is 0.925. (5) The reactants are C([N-]C(C)C)(C)C.[Li+].[Br:9][C:10]1[CH:15]=[CH:14][CH:13]=[CH:12][N:11]=1.[CH3:16][C:17]([CH3:19])=[O:18]. The catalyst is O1CCCC1. The product is [Br:9][C:10]1[C:15]([C:17]([OH:18])([CH3:19])[CH3:16])=[CH:14][CH:13]=[CH:12][N:11]=1. The yield is 0.260. (6) The reactants are [OH-].[Na+].[CH3:3][N:4]1[C:9](=[O:10])[C:8]([C:11]([F:14])([F:13])[F:12])=[CH:7][C:6]([CH2:15][C:16]2[S:17][C:18]3[C:24]([C:25]4[CH:26]=[C:27]([CH:33]=[CH:34][CH:35]=4)[C:28](OCC)=[O:29])=[CH:23][CH:22]=[CH:21][C:19]=3[CH:20]=2)=[CH:5]1.Cl.[NH2:37][CH2:38][CH2:39][OH:40].CCN=C=NCCCN(C)C.C1C=CC2N(O)N=NC=2C=1. The catalyst is O.CO.C(OCC)(=O)C.CN(C=O)C.C(O)C. The product is [OH:40][CH2:39][CH2:38][NH:37][C:28](=[O:29])[C:27]1[CH:33]=[CH:34][CH:35]=[C:25]([C:24]2[C:18]3[S:17][C:16]([CH2:15][C:6]4[CH:7]=[C:8]([C:11]([F:14])([F:13])[F:12])[C:9](=[O:10])[N:4]([CH3:3])[CH:5]=4)=[CH:20][C:19]=3[CH:21]=[CH:22][CH:23]=2)[CH:26]=1. The yield is 0.120. (7) The reactants are Cl.[CH2:2]([O:4][C:5]([C:7]1([NH2:13])[CH2:12][CH2:11][CH2:10][CH2:9][CH2:8]1)=[O:6])[CH3:3].Cl.[CH2:15]([N:18]1[CH2:23][CH2:22][N:21]([C:24]2[CH:32]=[CH:31][C:27]([C:28](O)=[O:29])=[CH:26][CH:25]=2)[CH2:20][CH2:19]1)[CH2:16][CH3:17]. No catalyst specified. The product is [CH2:2]([O:4][C:5]([C:7]1([NH:13][C:28]([C:27]2[CH:26]=[CH:25][C:24]([N:21]3[CH2:20][CH2:19][N:18]([CH2:15][CH2:16][CH3:17])[CH2:23][CH2:22]3)=[CH:32][CH:31]=2)=[O:29])[CH2:12][CH2:11][CH2:10][CH2:9][CH2:8]1)=[O:6])[CH3:3]. The yield is 0.650.